From a dataset of Reaction yield outcomes from USPTO patents with 853,638 reactions. Predict the reaction yield, written as a fraction of the theoretical maximum amount of product (1.0 means a 100% yield; for example, 0.34 means a 34% yield). The reactants are [CH3:1][O:2][C:3](=[O:18])[C:4]1[CH:9]=[C:8]([C:10]2[CH:15]=[CH:14][C:13]([CH3:16])=[CH:12][N:11]=2)[CH:7]=[C:6](I)[CH:5]=1.[CH:19]([C:22]1[NH:23][CH:24]=[CH:25][N:26]=1)([CH3:21])[CH3:20].C([O-])([O-])=O.[K+].[K+]. The catalyst is CS(C)=O.O.[Cu]I. The product is [CH3:1][O:2][C:3](=[O:18])[C:4]1[CH:9]=[C:8]([C:10]2[CH:15]=[CH:14][C:13]([CH3:16])=[CH:12][N:11]=2)[CH:7]=[C:6]([N:23]2[CH:24]=[CH:25][N:26]=[C:22]2[CH:19]([CH3:21])[CH3:20])[CH:5]=1. The yield is 0.570.